Task: Predict the product of the given reaction.. Dataset: Forward reaction prediction with 1.9M reactions from USPTO patents (1976-2016) (1) Given the reactants C(N(CC)CC)C.[NH2:8][CH2:9][CH2:10][CH2:11][CH2:12][N:13]1[C:25]2[C:24]3[CH:23]=[CH:22][CH:21]=[CH:20][C:19]=3[N:18]=[C:17]([NH2:26])[C:16]=2[N:15]=[C:14]1[CH2:27][CH3:28].[C:29]1([N:35]=[C:36]=[O:37])[CH:34]=[CH:33][CH:32]=[CH:31][CH:30]=1, predict the reaction product. The product is: [NH2:26][C:17]1[C:16]2[N:15]=[C:14]([CH2:27][CH3:28])[N:13]([CH2:12][CH2:11][CH2:10][CH2:9][NH:8][C:36]([NH:35][C:29]3[CH:34]=[CH:33][CH:32]=[CH:31][CH:30]=3)=[O:37])[C:25]=2[C:24]2[CH:23]=[CH:22][CH:21]=[CH:20][C:19]=2[N:18]=1. (2) Given the reactants [C@@H:1]1([N:9]2[CH:17]=[N:16][C:15]3[C:10]2=[N:11][C:12]([O:19][CH:20]2[CH2:24][CH2:23][CH2:22][CH2:21]2)=[N:13][C:14]=3[NH2:18])[O:6][C@H:5]([CH2:7][OH:8])[C@H:3]2[O:4][C@@H:2]12.[F-:25].C([N+](CCCC)(CCCC)CCCC)CCC, predict the reaction product. The product is: [CH:20]1([O:19][C:12]2[N:11]=[C:10]3[C:15]([N:16]=[CH:17][N:9]3[C@@H:1]3[O:6][C@H:5]([CH2:7][OH:8])[C@H:3]([F:25])[C@H:2]3[OH:4])=[C:14]([NH2:18])[N:13]=2)[CH2:24][CH2:23][CH2:22][CH2:21]1.[CH:20]1([O:19][C:12]2[N:11]=[C:10]3[C:15]([N:16]=[CH:17][N:9]3[C@@H:1]3[O:6][C@H:5]([CH2:7][OH:8])[C@@H:3]([OH:4])[C@@H:2]3[F:25])=[C:14]([NH2:18])[N:13]=2)[CH2:24][CH2:23][CH2:22][CH2:21]1.